From a dataset of Full USPTO retrosynthesis dataset with 1.9M reactions from patents (1976-2016). Predict the reactants needed to synthesize the given product. (1) Given the product [Cl:1][C:2]1[CH:7]=[CH:6][C:5]([C:8]2[C:9]3[C:20]([CH3:21])=[C:19]([CH3:22])[S:18][C:10]=3[NH:11][C:12](=[S:32])[C:13]([CH3:16])([CH3:15])[N:14]=2)=[CH:4][CH:3]=1, predict the reactants needed to synthesize it. The reactants are: [Cl:1][C:2]1[CH:7]=[CH:6][C:5]([C:8]2[C:9]3[C:20]([CH3:21])=[C:19]([CH3:22])[S:18][C:10]=3[NH:11][C:12](=O)[C:13]([CH3:16])([CH3:15])[N:14]=2)=[CH:4][CH:3]=1.COC1C=CC(P2(SP(C3C=CC(OC)=CC=3)(=S)S2)=[S:32])=CC=1. (2) Given the product [Cl:26][C:20]1[C:21]([Cl:25])=[CH:22][CH:23]=[CH:24][C:19]=1[S:16]([NH:8][C:5]1[C:4]([O:27][CH2:28][C:29]2[CH:30]=[N:31][CH:32]=[CH:33][CH:34]=2)=[N:3][C:2]([C:40]2[CH:45]=[CH:44][N:43]=[CH:42][CH:41]=2)=[CH:7][N:6]=1)(=[O:18])=[O:17], predict the reactants needed to synthesize it. The reactants are: Br[C:2]1[N:3]=[C:4]([O:27][CH2:28][C:29]2[CH:30]=[N:31][CH:32]=[CH:33][CH:34]=2)[C:5]([N:8]([S:16]([C:19]2[CH:24]=[CH:23][CH:22]=[C:21]([Cl:25])[C:20]=2[Cl:26])(=[O:18])=[O:17])C(=O)OCC(C)C)=[N:6][CH:7]=1.C([Sn](CCCC)(CCCC)[C:40]1[CH:45]=[CH:44][N:43]=[CH:42][CH:41]=1)CCC.C(OCC)(=O)C.C(O)C. (3) The reactants are: [Cl-].CN(C)C=[N+](C)C.[Cu:9]Cl.C(OCC)C.[CH3:16][Si:17]([CH3:24])([CH3:23])[N-:18][Si:19]([CH3:22])([CH3:21])[CH3:20].[Li+]. Given the product [CH3:16][Si:17]([CH3:24])([CH3:23])[N-:18][Si:19]([CH3:22])([CH3:21])[CH3:20].[Cu+:9], predict the reactants needed to synthesize it. (4) Given the product [Cl:24][C:19]1[CH:20]=[CH:21][CH:22]=[CH:23][C:18]=1[C:16]1[C:15](=[O:25])[N:14]([CH:26]2[CH2:28][CH2:27]2)[C:12]2[N:13]=[C:8]([NH:7][CH:6]3[CH:5]4[CH:1]3[CH2:2][N:3]([CH2:31][CH2:30][C:29]#[N:32])[CH2:4]4)[N:9]=[CH:10][C:11]=2[CH:17]=1, predict the reactants needed to synthesize it. The reactants are: [CH:1]12[CH:6]([NH:7][C:8]3[N:9]=[CH:10][C:11]4[CH:17]=[C:16]([C:18]5[CH:23]=[CH:22][CH:21]=[CH:20][C:19]=5[Cl:24])[C:15](=[O:25])[N:14]([CH:26]5[CH2:28][CH2:27]5)[C:12]=4[N:13]=3)[CH:5]1[CH2:4][NH:3][CH2:2]2.[C:29](#[N:32])[CH:30]=[CH2:31]. (5) Given the product [C:29]1([S:26]([N:25]2[C:5]3=[N:6][CH:7]=[CH:8][C:9]([C:10]4[CH:11]=[CH:12][C:13]([O:18][CH:19]5[CH2:24][CH2:23][O:22][CH2:21][CH2:20]5)=[C:14]([CH:17]=4)[C:15]#[N:16])=[C:4]3[CH:3]=[C:2]2[C:36]#[C:35][CH:37]2[CH2:42][CH2:41][O:40][CH2:39][CH2:38]2)(=[O:28])=[O:27])[CH:34]=[CH:33][CH:32]=[CH:31][CH:30]=1, predict the reactants needed to synthesize it. The reactants are: I[C:2]1[N:25]([S:26]([C:29]2[CH:34]=[CH:33][CH:32]=[CH:31][CH:30]=2)(=[O:28])=[O:27])[C:5]2=[N:6][CH:7]=[CH:8][C:9]([C:10]3[CH:11]=[CH:12][C:13]([O:18][CH:19]4[CH2:24][CH2:23][O:22][CH2:21][CH2:20]4)=[C:14]([CH:17]=3)[C:15]#[N:16])=[C:4]2[CH:3]=1.[C:35]([CH:37]1[CH2:42][CH2:41][O:40][CH2:39][CH2:38]1)#[CH:36].C1COCC1. (6) The reactants are: [CH3:1][O:2][C:3]1[CH:4]=[C:5]([CH:24]=[CH:25][C:26]=1[O:27][CH2:28][C:29]1[CH:34]=[CH:33][CH:32]=[C:31]([F:35])[CH:30]=1)[NH:6][C:7]1[C:16]2[C:11](=[CH:12][CH:13]=[C:14]([C:17]3[O:21][C:20]([CH:22]=O)=[CH:19][CH:18]=3)[CH:15]=2)[N:10]=[CH:9][N:8]=1.[CH3:36][S:37]([CH2:40][CH2:41][NH2:42])(=[O:39])=[O:38]. Given the product [F:35][C:31]1[CH:30]=[C:29]([CH:34]=[CH:33][CH:32]=1)[CH2:28][O:27][C:26]1[CH:25]=[CH:24][C:5]([NH:6][C:7]2[C:16]3[C:11](=[CH:12][CH:13]=[C:14]([C:17]4[O:21][C:20]([CH2:22][NH:42][CH2:41][CH2:40][S:37]([CH3:36])(=[O:39])=[O:38])=[CH:19][CH:18]=4)[CH:15]=3)[N:10]=[CH:9][N:8]=2)=[CH:4][C:3]=1[O:2][CH3:1], predict the reactants needed to synthesize it. (7) Given the product [N:10]1[CH:11]=[CH:12][CH:13]=[CH:14][C:9]=1[C:3]1[CH:4]=[C:5]([NH:6][C:22]([C:21]2[CH:20]=[CH:19][C:18]([C:25]3[CH:30]=[CH:29][C:28]([C:31]([F:32])([F:33])[F:34])=[CH:27][CH:26]=3)=[CH:17][C:16]=2[CH3:15])=[O:23])[CH:7]=[CH:8][C:2]=1[Cl:1], predict the reactants needed to synthesize it. The reactants are: [Cl:1][C:2]1[CH:8]=[CH:7][C:5]([NH2:6])=[CH:4][C:3]=1[C:9]1[CH:14]=[CH:13][CH:12]=[CH:11][N:10]=1.[CH3:15][C:16]1[CH:17]=[C:18]([C:25]2[CH:30]=[CH:29][C:28]([C:31]([F:34])([F:33])[F:32])=[CH:27][CH:26]=2)[CH:19]=[CH:20][C:21]=1[C:22](O)=[O:23]. (8) Given the product [Cl:40][C:25]1[C:26]([C:27](=[O:28])[NH:29][CH2:30][CH2:31][CH2:32][N:33]2[CH2:37][CH2:36][CH2:35][C:34]2=[O:38])=[CH:39][C:22]([NH:21][C:9]([C:7]2[N:8]=[C:4]([CH:1]3[CH2:2][CH2:3]3)[O:5][CH:6]=2)=[O:11])=[C:23]([N:41]2[CH2:42][CH2:43][N:44]([C:47]3[CH:52]=[CH:51][CH:50]=[CH:49][C:48]=3[CH3:53])[CH2:45][CH2:46]2)[CH:24]=1, predict the reactants needed to synthesize it. The reactants are: [CH:1]1([C:4]2[O:5][CH:6]=[C:7]([C:9]([OH:11])=O)[N:8]=2)[CH2:3][CH2:2]1.C(N(CC)C(C)C)(C)C.[NH2:21][C:22]1[C:23]([N:41]2[CH2:46][CH2:45][N:44]([C:47]3[CH:52]=[CH:51][CH:50]=[CH:49][C:48]=3[CH3:53])[CH2:43][CH2:42]2)=[CH:24][C:25]([Cl:40])=[C:26]([CH:39]=1)[C:27]([NH:29][CH2:30][CH2:31][CH2:32][N:33]1[CH2:37][CH2:36][CH2:35][C:34]1=[O:38])=[O:28].[Cl-].[Li+].